From a dataset of hERG potassium channel inhibition data for cardiac toxicity prediction from Karim et al.. Regression/Classification. Given a drug SMILES string, predict its toxicity properties. Task type varies by dataset: regression for continuous values (e.g., LD50, hERG inhibition percentage) or binary classification for toxic/non-toxic outcomes (e.g., AMES mutagenicity, cardiotoxicity, hepatotoxicity). Dataset: herg_karim. (1) The molecule is CCS(=O)(=O)Nc1ccc2nc(Cc3ccc(Oc4ccccc4)cc3)[nH]c2c1. The result is 1 (blocker). (2) The molecule is O=C(c1ccc(F)cc1)N1CCN(c2ccc(OC3CCN(C4CCC4)CC3)cc2)C(=O)C1. The result is 0 (non-blocker).